This data is from Catalyst prediction with 721,799 reactions and 888 catalyst types from USPTO. The task is: Predict which catalyst facilitates the given reaction. (1) Reactant: [Br:1]N1C(=O)CCC1=O.[CH3:9][O:10][C:11]1[CH:16]=[CH:15][C:14]([N:17]2[CH:21]=[CH:20][CH:19]=[N:18]2)=[CH:13][CH:12]=1. Product: [Br:1][C:20]1[CH:19]=[N:18][N:17]([C:14]2[CH:13]=[CH:12][C:11]([O:10][CH3:9])=[CH:16][CH:15]=2)[CH:21]=1. The catalyst class is: 1. (2) The catalyst class is: 225. Product: [N+:21]([C:18]1[CH:17]=[CH:16][C:15]([CH2:14][C:11]2[CH:10]=[CH:9][C:8]([NH2:7])=[CH:13][CH:12]=2)=[CH:20][CH:19]=1)([O-:23])=[O:22]. Reactant: CC(OC([NH:7][C:8]1[CH:13]=[CH:12][C:11]([CH2:14][C:15]2[CH:20]=[CH:19][C:18]([N+:21]([O-:23])=[O:22])=[CH:17][CH:16]=2)=[CH:10][CH:9]=1)=O)C.Cl. (3) Reactant: [CH:1]1[C:9]2[C:8]3[CH:10]=[CH:11][CH:12]=[CH:13][C:7]=3[O:6][C:5]=2[C:4]([NH:14][C:15]2[C:20]([N+:21]([O-])=O)=[CH:19][CH:18]=[CH:17][N:16]=2)=[CH:3][CH:2]=1. Product: [CH:1]1[C:9]2[C:8]3[CH:10]=[CH:11][CH:12]=[CH:13][C:7]=3[O:6][C:5]=2[C:4]([NH:14][C:15]2[C:20]([NH2:21])=[CH:19][CH:18]=[CH:17][N:16]=2)=[CH:3][CH:2]=1. The catalyst class is: 63. (4) Reactant: Cl.[N:2]1[CH:7]=[CH:6][CH:5]=[CH:4][C:3]=1[C:8]1[CH2:9][CH2:10][NH:11][CH2:12][CH:13]=1.C=O.[F:16][C:17]([F:28])([F:27])[C:18]1[CH:19]=[C:20]([CH:24]=[CH:25][CH:26]=1)[C:21]([NH2:23])=[O:22].[C:29](=O)([O-])[O-].[K+].[K+]. Product: [N:2]1[CH:7]=[CH:6][CH:5]=[CH:4][C:3]=1[C:8]1[CH2:9][CH2:10][N:11]([CH2:29][NH:23][C:21](=[O:22])[C:20]2[CH:24]=[CH:25][CH:26]=[C:18]([C:17]([F:27])([F:28])[F:16])[CH:19]=2)[CH2:12][CH:13]=1. The catalyst class is: 8. (5) Reactant: [CH3:1][S:2]([C:4]1[S:8][C:7]([CH2:9][N:10]([CH3:23])[C:11]([C:13]23[CH2:22][CH:17]4[CH2:18][CH:19]([CH2:21][CH:15]([CH2:16]4)[CH2:14]2)[CH2:20]3)=[O:12])=[CH:6][CH:5]=1)=[O:3].C1C=C(Cl)C=C(C(OO)=[O:32])C=1. Product: [CH3:1][S:2]([C:4]1[S:8][C:7]([CH2:9][N:10]([CH3:23])[C:11]([C:13]23[CH2:20][CH:19]4[CH2:18][CH:17]([CH2:16][CH:15]([CH2:21]4)[CH2:14]2)[CH2:22]3)=[O:12])=[CH:6][CH:5]=1)(=[O:32])=[O:3]. The catalyst class is: 2. (6) Reactant: [NH2:1][C:2]1[CH:3]=[C:4]([N:8]2[C:12]3=[N:13][CH:14]=[N:15][C:16]([NH2:17])=[C:11]3[CH:10]=[N:9]2)[CH:5]=[CH:6][CH:7]=1.[CH3:18][CH:19]([CH2:24][CH3:25])[CH2:20][C:21](O)=[O:22].Cl.CN(C)CCCN=C=NCC.ON1C2C=CC=CC=2N=N1. Product: [NH2:17][C:16]1[N:15]=[CH:14][N:13]=[C:12]2[N:8]([C:4]3[CH:3]=[C:2]([NH:1][C:21](=[O:22])[CH2:20][CH:19]([CH3:18])[CH2:24][CH3:25])[CH:7]=[CH:6][CH:5]=3)[N:9]=[CH:10][C:11]=12. The catalyst class is: 121.